From a dataset of Peptide-MHC class II binding affinity with 134,281 pairs from IEDB. Regression. Given a peptide amino acid sequence and an MHC pseudo amino acid sequence, predict their binding affinity value. This is MHC class II binding data. The peptide sequence is ELLEFHYYLSSKLNK. The MHC is DRB1_0101 with pseudo-sequence DRB1_0101. The binding affinity (normalized) is 1.00.